From a dataset of Reaction yield outcomes from USPTO patents with 853,638 reactions. Predict the reaction yield, written as a fraction of the theoretical maximum amount of product (1.0 means a 100% yield; for example, 0.34 means a 34% yield). (1) The reactants are [C:1]([O:5][C:6]([NH:8][CH2:9][CH2:10][CH2:11][CH2:12][CH2:13]/[CH:14]=[C:15](\[O:20][Si](C(C)(C)C)(C)C)/[C:16]([O:18][CH3:19])=[O:17])=[O:7])([CH3:4])([CH3:3])[CH3:2].C(O)(=O)C.[F-].[Cs+]. The catalyst is C(#N)C. The product is [C:1]([O:5][C:6]([NH:8][CH2:9][CH2:10][CH2:11][CH2:12][CH2:13][CH2:14][C:15](=[O:20])[C:16]([O:18][CH3:19])=[O:17])=[O:7])([CH3:4])([CH3:3])[CH3:2]. The yield is 0.790. (2) The reactants are [CH2:1]1[C:4]2([CH2:9][CH2:8][NH:7][CH2:6][CH2:5]2)[CH2:3][CH:2]1[CH2:10][NH:11][C:12]([C:14]1[C:15]([NH:26][CH2:27][C:28]2[CH:33]=[CH:32][C:31]([O:34][CH3:35])=[C:30]([Cl:36])[CH:29]=2)=[N:16][C:17]([N:20]2[CH2:25][CH:24]3[CH:22]([CH2:23]3)[CH2:21]2)=[N:18][CH:19]=1)=[O:13].[CH2:37]=O.[BH4-].[Na+]. The catalyst is CO. The product is [CH:22]12[CH2:23][CH:24]1[CH2:25][N:20]([C:17]1[N:16]=[C:15]([NH:26][CH2:27][C:28]3[CH:33]=[CH:32][C:31]([O:34][CH3:35])=[C:30]([Cl:36])[CH:29]=3)[C:14]([C:12]([NH:11][CH2:10][CH:2]3[CH2:3][C:4]4([CH2:5][CH2:6][N:7]([CH3:37])[CH2:8][CH2:9]4)[CH2:1]3)=[O:13])=[CH:19][N:18]=1)[CH2:21]2. The yield is 0.274. (3) The reactants are [Br:1][C:2]1[CH:3]=[CH:4][C:5]([N+]([O-])=O)=[N:6][CH:7]=1.[N:11]1[CH:16]=[CH:15][CH:14]=[CH:13][C:12]=1[NH2:17].[C:18](=[O:21])([O-])[O-].[Cs+].[Cs+].CC1(C)C2C(=C(P(C3C=CC=CC=3)C3C=CC=CC=3)C=CC=2)OC2C(P(C3C=CC=CC=3)C3C=CC=CC=3)=CC=CC1=2. The catalyst is C1C=CC(/C=C/C(/C=C/C2C=CC=CC=2)=O)=CC=1.C1C=CC(/C=C/C(/C=C/C2C=CC=CC=2)=O)=CC=1.C1C=CC(/C=C/C(/C=C/C2C=CC=CC=2)=O)=CC=1.[Pd].[Pd].O1CCOCC1. The product is [Br:1][C:2]1[CH:3]=[C:4]([NH:17][C:12]2[CH:13]=[CH:14][CH:15]=[CH:16][N:11]=2)[C:18](=[O:21])[N:6]([CH3:5])[CH:7]=1. The yield is 0.510. (4) The reactants are [F:1][C:2]1[CH:3]=[C:4]([CH2:9][C:10]([OH:12])=O)[CH:5]=[C:6]([F:8])[CH:7]=1.C(Cl)(=O)C(Cl)=O.N1C=CC=CC=1.[NH2:25][N:26]1[C:35](=[O:36])[C:34]2[C:29](=[CH:30][CH:31]=[CH:32][CH:33]=2)[N:28]=[C:27]1[N:37]1[CH2:41][CH2:40][CH2:39][CH2:38]1. The catalyst is C(Cl)Cl.CN(C=O)C.CCOC(C)=O. The product is [F:8][C:6]1[CH:5]=[C:4]([CH2:9][C:10]([NH:25][N:26]2[C:35](=[O:36])[C:34]3[C:29](=[CH:30][CH:31]=[CH:32][CH:33]=3)[N:28]=[C:27]2[N:37]2[CH2:41][CH2:40][CH2:39][CH2:38]2)=[O:12])[CH:3]=[C:2]([F:1])[CH:7]=1. The yield is 0.150. (5) The reactants are [CH2:1]([NH:8][CH:9]([C:14]1[CH:19]=[CH:18][CH:17]=[CH:16][CH:15]=1)[C:10]([O:12]C)=[O:11])[C:2]1[CH:7]=[CH:6][CH:5]=[CH:4][CH:3]=1. The catalyst is C1COCC1.[OH-].[Na+]. The product is [CH2:1]([NH:8][CH:9]([C:14]1[CH:19]=[CH:18][CH:17]=[CH:16][CH:15]=1)[C:10]([OH:12])=[O:11])[C:2]1[CH:3]=[CH:4][CH:5]=[CH:6][CH:7]=1. The yield is 1.00. (6) The reactants are [S:1]1[C:5]2[CH:6]=[CH:7][CH:8]=[CH:9][C:4]=2[C:3]([CH:10]=[O:11])=[CH:2]1.O1CCCC1.[CH:17]1([Mg]Br)[CH2:22][CH2:21][CH2:20][CH2:19][CH2:18]1.Cl. The catalyst is O1CCCC1. The product is [S:1]1[C:5]2[CH:6]=[CH:7][CH:8]=[CH:9][C:4]=2[C:3]([CH:10]([CH:17]2[CH2:22][CH2:21][CH2:20][CH2:19][CH2:18]2)[OH:11])=[CH:2]1. The yield is 0.690. (7) The reactants are [CH2:1]([C:5]1[O:6][C:7]2[CH:34]=[CH:33][C:32]([N+:35]([O-])=O)=[CH:31][C:8]=2[C:9]=1[C:10](=[O:30])[C:11]1[CH:16]=[CH:15][C:14]([O:17][CH2:18][CH2:19][CH2:20][N:21]([CH2:26][CH2:27][CH2:28][CH3:29])[CH2:22][CH2:23][CH2:24][CH3:25])=[CH:13][CH:12]=1)[CH2:2][CH2:3][CH3:4].[H][H]. The catalyst is CO.[Ni]. The product is [NH2:35][C:32]1[CH:33]=[CH:34][C:7]2[O:6][C:5]([CH2:1][CH2:2][CH2:3][CH3:4])=[C:9]([C:10](=[O:30])[C:11]3[CH:16]=[CH:15][C:14]([O:17][CH2:18][CH2:19][CH2:20][N:21]([CH2:22][CH2:23][CH2:24][CH3:25])[CH2:26][CH2:27][CH2:28][CH3:29])=[CH:13][CH:12]=3)[C:8]=2[CH:31]=1. The yield is 0.980.